Dataset: Full USPTO retrosynthesis dataset with 1.9M reactions from patents (1976-2016). Task: Predict the reactants needed to synthesize the given product. (1) The reactants are: C(O[C:4](=[NH:19])[C:5]1[CH:6]=[CH:7][C:8]2[N:9]([CH:11]=[C:12]([C:14]([O:16][CH2:17][CH3:18])=[O:15])[N:13]=2)[CH:10]=1)C.O.[NH2:21][NH2:22]. Given the product [NH:21]([C:4](=[NH:19])[C:5]1[CH:6]=[CH:7][C:8]2[N:9]([CH:11]=[C:12]([C:14]([O:16][CH2:17][CH3:18])=[O:15])[N:13]=2)[CH:10]=1)[NH2:22], predict the reactants needed to synthesize it. (2) Given the product [CH2:1]([O:8][C:9]1[CH:16]=[CH:15][C:12]([C:13]2[NH:17][C:18]3=[N:19][CH:20]=[CH:21][C:22]([CH:25]4[CH2:30][CH2:29][N:28]([C:31]([O:33][C:34]([CH3:36])([CH3:35])[CH3:37])=[O:32])[CH2:27][CH2:26]4)=[C:23]3[N:24]=2)=[CH:11][CH:10]=1)[C:2]1[CH:7]=[CH:6][CH:5]=[CH:4][CH:3]=1, predict the reactants needed to synthesize it. The reactants are: [CH2:1]([O:8][C:9]1[CH:16]=[CH:15][C:12]([CH:13]=O)=[CH:11][CH:10]=1)[C:2]1[CH:7]=[CH:6][CH:5]=[CH:4][CH:3]=1.[NH2:17][C:18]1[C:23]([NH2:24])=[C:22]([CH:25]2[CH2:30][CH2:29][N:28]([C:31]([O:33][C:34]([CH3:37])([CH3:36])[CH3:35])=[O:32])[CH2:27][CH2:26]2)[CH:21]=[CH:20][N:19]=1.C(OI(C1C=CC=CC=1)OC(=O)C)(=O)C. (3) Given the product [F:40][CH:2]([F:1])[C:3]1[CH:8]=[CH:7][N:6]=[C:5]([NH:9][C:10]2[CH:11]=[C:12]([C:17]3[N:18]=[N:19][N:20]([CH2:22][CH:23]4[CH2:27][NH:26][C:25](=[O:39])[CH2:24]4)[CH:21]=3)[CH:13]=[C:14]([CH3:16])[CH:15]=2)[N:4]=1, predict the reactants needed to synthesize it. The reactants are: [F:1][CH:2]([F:40])[C:3]1[CH:8]=[CH:7][N:6]=[C:5]([NH:9][C:10]2[CH:11]=[C:12]([C:17]3[N:18]=[N:19][N:20]([CH2:22][CH:23]4[CH2:27][N:26](CC5C=CC(OC)=CC=5OC)[C:25](=[O:39])[CH2:24]4)[CH:21]=3)[CH:13]=[C:14]([CH3:16])[CH:15]=2)[N:4]=1. (4) Given the product [C:3]([C:7]1[CH:8]=[C:9]([CH2:13][CH:14]([CH3:17])[CH2:15][OH:16])[CH:10]=[CH:11][CH:12]=1)([CH3:6])([CH3:4])[CH3:5], predict the reactants needed to synthesize it. The reactants are: [BH4-].[Na+].[C:3]([C:7]1[CH:8]=[C:9]([CH2:13][CH:14]([CH3:17])[CH:15]=[O:16])[CH:10]=[CH:11][CH:12]=1)([CH3:6])([CH3:5])[CH3:4].Cl. (5) Given the product [Cl:67][C:50]1[CH:51]=[C:52]([CH2:55][NH:56][C:57]2[CH:62]=[CH:61][C:60]([C:63]([F:66])([F:64])[F:65])=[CH:59][CH:58]=2)[CH:53]=[CH:54][C:49]=1[S:48][C:41]1[C:42]2[CH2:43][CH2:44][CH2:45][CH2:46][C:47]=2[C:38]([O:37][CH2:36][C:35]([OH:68])=[O:34])=[CH:39][CH:40]=1, predict the reactants needed to synthesize it. The reactants are: FC(F)(F)C1C=CC(OCC2C=CC(SC3C=CC(OCC(O)=O)=C(C)C=3)=CC=2)=CC=1.C([O:34][C:35](=[O:68])[CH2:36][O:37][C:38]1[C:47]2[CH2:46][CH2:45][CH2:44][CH2:43][C:42]=2[C:41]([S:48][C:49]2[CH:54]=[CH:53][C:52]([CH2:55][NH:56][C:57]3[CH:62]=[CH:61][C:60]([C:63]([F:66])([F:65])[F:64])=[CH:59][CH:58]=3)=[CH:51][C:50]=2[Cl:67])=[CH:40][CH:39]=1)C. (6) Given the product [Cl:1][C:2]1[C:8]([C:9]2([CH3:12])[CH2:10][CH2:11]2)=[CH:7][C:5]([NH:6][CH2:16][C:15]([O:19][CH2:20][CH3:21])=[O:18])=[C:4]([O:13][CH3:14])[CH:3]=1, predict the reactants needed to synthesize it. The reactants are: [Cl:1][C:2]1[C:8]([C:9]2([CH3:12])[CH2:11][CH2:10]2)=[CH:7][C:5]([NH2:6])=[C:4]([O:13][CH3:14])[CH:3]=1.[C:15]([O:19][CH2:20][CH3:21])(=[O:18])[CH:16]=O.C([BH3-])#N.[Na+]. (7) Given the product [CH2:1]([C:5]1[N:6]=[CH:7][NH:8][C:9](=[O:26])[C:10]=1[CH2:11][C:12]1[CH:17]=[CH:16][C:15]([C:18]2[C:19]([C:24]#[N:25])=[CH:20][CH:21]=[CH:22][CH:23]=2)=[CH:14][CH:13]=1)[CH2:2][CH2:3][CH3:4], predict the reactants needed to synthesize it. The reactants are: [CH2:1]([C:5]1[N:6]=[C:7](SC)[NH:8][C:9](=[O:26])[C:10]=1[CH2:11][C:12]1[CH:17]=[CH:16][C:15]([C:18]2[C:19]([C:24]#[N:25])=[CH:20][CH:21]=[CH:22][CH:23]=2)=[CH:14][CH:13]=1)[CH2:2][CH2:3][CH3:4].